From a dataset of Reaction yield outcomes from USPTO patents with 853,638 reactions. Predict the reaction yield, written as a fraction of the theoretical maximum amount of product (1.0 means a 100% yield; for example, 0.34 means a 34% yield). (1) The reactants are [N:1]1[CH:6]=[CH:5][CH:4]=[CH:3][C:2]=1[NH:7][C:8]1[S:9][C:10]([CH:13]=O)=[CH:11][N:12]=1.[NH2:15][C:16]1[CH:17]=[C:18]([CH:22]=[CH:23][C:24]=1[F:25])[C:19]([OH:21])=[O:20].C([SiH](CC)CC)C. The catalyst is C(Cl)Cl. The product is [F:25][C:24]1[CH:23]=[CH:22][C:18]([C:19]([OH:21])=[O:20])=[CH:17][C:16]=1[NH:15][CH2:13][C:10]1[S:9][C:8]([NH:7][C:2]2[CH:3]=[CH:4][CH:5]=[CH:6][N:1]=2)=[N:12][CH:11]=1. The yield is 0.910. (2) The product is [OH:21][C:15]([C:17]([F:20])([F:19])[F:18])=[O:16].[NH2:14][C@@H:10]1[CH2:11][CH2:12][CH2:13][C@H:9]1[OH:8]. The catalyst is CCO.[OH-].[OH-].[Pd+2]. The reactants are C([O:8][C@@H:9]1[CH2:13][CH2:12][CH2:11][C@H:10]1[NH2:14])C1C=CC=CC=1.[C:15]([OH:21])([C:17]([F:20])([F:19])[F:18])=[O:16]. The yield is 1.00.